Dataset: Reaction yield outcomes from USPTO patents with 853,638 reactions. Task: Predict the reaction yield, written as a fraction of the theoretical maximum amount of product (1.0 means a 100% yield; for example, 0.34 means a 34% yield). (1) The reactants are [CH3:1][O:2][C:3]1[CH:4]=[C:5]([C:11](=O)[CH2:12][C:13]#[N:14])[CH:6]=[C:7]([O:9][CH3:10])[CH:8]=1.[CH3:16][NH:17][NH2:18]. The catalyst is CO. The product is [CH3:1][O:2][C:3]1[CH:4]=[C:5]([C:11]2[CH:12]=[C:13]([NH2:14])[N:17]([CH3:16])[N:18]=2)[CH:6]=[C:7]([O:9][CH3:10])[CH:8]=1. The yield is 0.820. (2) The reactants are [CH3:1][N:2]1[C:10]2[C:5](=[CH:6][CH:7]=[C:8]([O:11][CH3:12])[CH:9]=2)[C:4]([C:13]([OH:15])=O)=[C:3]1[CH3:16].C(Cl)(=O)C(Cl)=O.[CH:23]1([NH2:26])[CH2:25][CH2:24]1. No catalyst specified. The product is [CH:23]1([NH:26][C:13]([C:4]2[C:5]3[C:10](=[CH:9][C:8]([O:11][CH3:12])=[CH:7][CH:6]=3)[N:2]([CH3:1])[C:3]=2[CH3:16])=[O:15])[CH2:25][CH2:24]1. The yield is 0.820.